From a dataset of Forward reaction prediction with 1.9M reactions from USPTO patents (1976-2016). Predict the product of the given reaction. (1) Given the reactants [NH2:1][C:2]1[CH:7]=[CH:6][C:5]([Cl:8])=[CH:4][C:3]=1[C:9]([C:11]1[CH:16]=[CH:15][N:14]=[C:13]([CH3:17])[CH:12]=1)=[O:10].[O:18]1[C:22]([C:23]2[CH:28]=[CH:27][C:26]([S:29](Cl)(=[O:31])=[O:30])=[CH:25][CH:24]=2)=[CH:21][N:20]=[CH:19]1, predict the reaction product. The product is: [Cl:8][C:5]1[CH:6]=[CH:7][C:2]([NH:1][S:29]([C:26]2[CH:27]=[CH:28][C:23]([C:22]3[O:18][CH:19]=[N:20][CH:21]=3)=[CH:24][CH:25]=2)(=[O:30])=[O:31])=[C:3]([C:9]([C:11]2[CH:16]=[CH:15][N:14]=[C:13]([CH3:17])[CH:12]=2)=[O:10])[CH:4]=1. (2) Given the reactants [F:1][C:2]1([F:20])[C:9]2[C:8]([C:10]([F:13])([F:12])[F:11])=[N:7][N:6]([CH2:14][C:15]([O:17]CC)=[O:16])[C:5]=2[CH2:4][CH2:3]1.C(OC(NCC1C=C2C(=CC=1)NC=C2CC(OC)=O)=O)(C)(C)C, predict the reaction product. The product is: [F:20][C:2]1([F:1])[C:9]2[C:8]([C:10]([F:11])([F:12])[F:13])=[N:7][N:6]([CH2:14][C:15]([OH:17])=[O:16])[C:5]=2[CH2:4][CH2:3]1.